From a dataset of Forward reaction prediction with 1.9M reactions from USPTO patents (1976-2016). Predict the product of the given reaction. (1) Given the reactants [NH2:1][C:2]1[N:7]=[C:6]([CH3:8])[CH:5]=[C:4]([CH3:9])[N:3]=1.[ClH:10], predict the reaction product. The product is: [ClH:10].[NH2:1][C:2]1[NH:7][CH:6]([CH3:8])[CH2:5][CH:4]([CH3:9])[N:3]=1. (2) Given the reactants CS(C)=O.C(Cl)(=O)C(Cl)=O.[OH:11][CH:12]1[CH:17]([OH:18])[CH2:16][CH2:15][N:14]([C:19]2[CH:24]=[CH:23][C:22]([N:25]3[CH2:29][CH:28]([CH2:30][N:31]4[CH:35]=[CH:34][N:33]=[N:32]4)[O:27][C:26]3=[O:36])=[CH:21][C:20]=2[F:37])[CH2:13]1.CCN(C(C)C)C(C)C.[Cl-].[NH4+], predict the reaction product. The product is: [F:37][C:20]1[CH:21]=[C:22]([N:25]2[CH2:29][CH:28]([CH2:30][N:31]3[CH:35]=[CH:34][N:33]=[N:32]3)[O:27][C:26]2=[O:36])[CH:23]=[CH:24][C:19]=1[N:14]1[CH2:15][CH2:16][C:17](=[O:18])[CH:12]([OH:11])[CH2:13]1. (3) Given the reactants [I:1][C:2]1[CH:12]=[CH:11][C:5]([O:6][CH:7]2[CH2:10][NH:9][CH2:8]2)=[CH:4][CH:3]=1.[O:13]1[CH2:16][C:15](=O)[CH2:14]1.[BH-](OC(C)=O)(OC(C)=O)OC(C)=O.[Na+].CC(O)=O, predict the reaction product. The product is: [I:1][C:2]1[CH:12]=[CH:11][C:5]([O:6][CH:7]2[CH2:8][N:9]([CH:15]3[CH2:16][O:13][CH2:14]3)[CH2:10]2)=[CH:4][CH:3]=1. (4) The product is: [C:25]([N:12]1[C@H:8]([CH2:7][C:4]2[CH:3]=[CH:2][C:1]([C:14]3[CH:15]=[CH:16][CH:17]=[CH:18][CH:19]=3)=[CH:6][CH:5]=2)[CH2:9][CH2:10][C:11]1=[O:13])(=[O:27])[CH3:26]. Given the reactants [C:1]1([C:14]2[CH:19]=[CH:18][CH:17]=[CH:16][CH:15]=2)[CH:6]=[CH:5][C:4]([CH2:7][C@H:8]2[NH:12][C:11](=[O:13])[CH2:10][CH2:9]2)=[CH:3][CH:2]=1.C([Li])CCC.[C:25](Cl)(=[O:27])[CH3:26], predict the reaction product. (5) Given the reactants C([C@@H]1NC2C(=CC=CC=2)NC1=O)C1C=CC=CC=1.[C:19]1([C:56]2[CH:61]=[CH:60][CH:59]=[CH:58][CH:57]=2)[CH:24]=[CH:23][C:22]([S:25]([NH:28][C:29]2[CH:55]=[CH:54][C:32]([CH2:33][CH2:34][NH:35][C:36](=[O:53])[CH2:37][S:38][C:39]3[CH:44]=[CH:43][C:42]([NH:45]C(=O)OC(C)(C)C)=[CH:41][CH:40]=3)=[CH:31][CH:30]=2)(=[O:27])=[O:26])=[CH:21][CH:20]=1, predict the reaction product. The product is: [NH2:45][C:42]1[CH:43]=[CH:44][C:39]([S:38][CH2:37][C:36]([NH:35][CH2:34][CH2:33][C:32]2[CH:54]=[CH:55][C:29]([NH:28][S:25]([C:22]3[CH:21]=[CH:20][C:19]([C:56]4[CH:57]=[CH:58][CH:59]=[CH:60][CH:61]=4)=[CH:24][CH:23]=3)(=[O:27])=[O:26])=[CH:30][CH:31]=2)=[O:53])=[CH:40][CH:41]=1.